The task is: Predict which catalyst facilitates the given reaction.. This data is from Catalyst prediction with 721,799 reactions and 888 catalyst types from USPTO. (1) Reactant: [N+:1]([O-:4])(O)=[O:2].[Br:5][C:6]1[CH:14]=[C:13]2[C:9]([CH2:10][CH2:11][C:12]2=[O:15])=[CH:8][C:7]=1[NH:16][C:17](=[O:19])[CH3:18]. Product: [Br:5][C:6]1[CH:14]=[C:13]2[C:9]([CH2:10][CH2:11][C:12]2=[O:15])=[C:8]([N+:1]([O-:4])=[O:2])[C:7]=1[NH:16][C:17](=[O:19])[CH3:18]. The catalyst class is: 6. (2) The catalyst class is: 7. Reactant: [C:1]([O:5][C:6]([N:8]1[CH2:13][CH2:12][CH:11]([C:14]2[S:15][C:16]([C:26]3[CH:31]=[CH:30][N:29]=[C:28]([NH2:32])[CH:27]=3)=[C:17]([C:19]3[CH:24]=[CH:23][CH:22]=[C:21]([Cl:25])[CH:20]=3)[N:18]=2)[CH2:10][CH2:9]1)=[O:7])([CH3:4])([CH3:3])[CH3:2].[C:33](Cl)(=[O:35])[CH3:34].C(N(CC)CC)C.C(=O)([O-])O.[Na+]. Product: [C:1]([O:5][C:6]([N:8]1[CH2:9][CH2:10][CH:11]([C:14]2[S:15][C:16]([C:26]3[CH:31]=[CH:30][N:29]=[C:28]([NH:32][C:33](=[O:35])[CH3:34])[CH:27]=3)=[C:17]([C:19]3[CH:24]=[CH:23][CH:22]=[C:21]([Cl:25])[CH:20]=3)[N:18]=2)[CH2:12][CH2:13]1)=[O:7])([CH3:4])([CH3:2])[CH3:3]. (3) Product: [CH3:30][O:29][C:28]1[C:2]([C:35]2[CH:34]=[N:33][N:32]([CH3:31])[CH:36]=2)=[CH:3][C:4]2[N:8]=[CH:7][N:6]([CH2:9][C:10]3[CH:26]=[CH:25][C:13]4[N:14]=[C:15]([NH:17][C@@H:18]5[CH2:23][CH2:22][CH2:21][CH2:20][C@H:19]5[OH:24])[S:16][C:12]=4[CH:11]=3)[C:5]=2[CH:27]=1. Reactant: Br[C:2]1[C:28]([O:29][CH3:30])=[CH:27][C:5]2[N:6]([CH2:9][C:10]3[CH:26]=[CH:25][C:13]4[N:14]=[C:15]([NH:17][C@@H:18]5[CH2:23][CH2:22][CH2:21][CH2:20][C@H:19]5[OH:24])[S:16][C:12]=4[CH:11]=3)[CH:7]=[N:8][C:4]=2[CH:3]=1.[CH3:31][N:32]1[CH:36]=[C:35](B2OC(C)(C)C(C)(C)O2)[CH:34]=[N:33]1.C([O-])([O-])=O.[K+].[K+]. The catalyst class is: 628.